This data is from Peptide-MHC class I binding affinity with 185,985 pairs from IEDB/IMGT. The task is: Regression. Given a peptide amino acid sequence and an MHC pseudo amino acid sequence, predict their binding affinity value. This is MHC class I binding data. (1) The peptide sequence is FMKSRVYSI. The MHC is HLA-B18:01 with pseudo-sequence HLA-B18:01. The binding affinity (normalized) is 0.0847. (2) The peptide sequence is YLDPATMMA. The MHC is HLA-A02:01 with pseudo-sequence HLA-A02:01. The binding affinity (normalized) is 1.00. (3) The peptide sequence is MNHKNKFMA. The MHC is HLA-B08:01 with pseudo-sequence HLA-B08:01. The binding affinity (normalized) is 0.0853. (4) The peptide sequence is KSRRLNLFSK. The MHC is HLA-A68:01 with pseudo-sequence HLA-A68:01. The binding affinity (normalized) is 0. (5) The peptide sequence is TYGVCSKAF. The MHC is HLA-A24:03 with pseudo-sequence HLA-A24:03. The binding affinity (normalized) is 0.703. (6) The peptide sequence is IVAAVIIMAI. The MHC is HLA-A02:03 with pseudo-sequence HLA-A02:03. The binding affinity (normalized) is 0.273. (7) The peptide sequence is YTFEPHYFY. The MHC is HLA-B07:02 with pseudo-sequence HLA-B07:02. The binding affinity (normalized) is 0.0847. (8) The peptide sequence is VMAVGLVSI. The MHC is HLA-A02:03 with pseudo-sequence HLA-A02:03. The binding affinity (normalized) is 0.990. (9) The peptide sequence is VNPTLLFLKV. The MHC is Mamu-A01 with pseudo-sequence Mamu-A01. The binding affinity (normalized) is 0.382.